From a dataset of Reaction yield outcomes from USPTO patents with 853,638 reactions. Predict the reaction yield, written as a fraction of the theoretical maximum amount of product (1.0 means a 100% yield; for example, 0.34 means a 34% yield). The reactants are [NH2:1][C:2]1[C:3]([OH:10])=[C:4]([C:7]([O-:9])=[O:8])[S:5][CH:6]=1.[CH3:11][N-:12][CH3:13].[CH3:14][O:15][C:16]1[C:17](=O)[C:18](=[O:22])[C:19]=1[O:20]C. The catalyst is CO. The product is [OH:10][C:3]1[C:2]([NH:1][C:17]2[C:18](=[O:22])[C:19](=[O:20])[C:16]=2[O:15][CH3:14])=[CH:6][S:5][C:4]=1[C:7]([O-:9])=[O:8].[CH3:11][N-:12][CH3:13]. The yield is 0.890.